This data is from Catalyst prediction with 721,799 reactions and 888 catalyst types from USPTO. The task is: Predict which catalyst facilitates the given reaction. (1) Reactant: [H-].C([Al+]CC(C)C)C(C)C.C[O:12][C:13]1[CH:21]=[C:20]2[C:16]([C:17]([CH2:22][CH2:23][NH2:24])=[CH:18][NH:19]2)=[CH:15][CH:14]=1. The catalyst class is: 11. Product: [NH2:24][CH2:23][CH2:22][C:17]1[C:16]2[C:20](=[CH:21][C:13]([OH:12])=[CH:14][CH:15]=2)[NH:19][CH:18]=1. (2) Reactant: [ClH:1].[CH:2]1[C:14]2[NH:13][C:12]3[C:7](=[CH:8][CH:9]=[CH:10][CH:11]=3)[C:6]=2[CH:5]=[CH:4][C:3]=1[O:15][CH2:16][CH2:17][NH:18][CH2:19][CH:20]([C:22]1[CH:23]=[CH:24][C:25]([O:35]CC2C=CC=CC=2)=[C:26]([NH:28][S:29]([N:32]([CH3:34])[CH3:33])(=[O:31])=[O:30])[CH:27]=1)[OH:21].CO.C(OCC)(=O)C. Product: [ClH:1].[CH:2]1[C:14]2[NH:13][C:12]3[C:7](=[CH:8][CH:9]=[CH:10][CH:11]=3)[C:6]=2[CH:5]=[CH:4][C:3]=1[O:15][CH2:16][CH2:17][NH:18][CH2:19][CH:20]([C:22]1[CH:23]=[CH:24][C:25]([OH:35])=[C:26]([NH:28][S:29]([N:32]([CH3:33])[CH3:34])(=[O:30])=[O:31])[CH:27]=1)[OH:21]. The catalyst class is: 19. (3) Product: [Br:8][C:9]1[CH:10]=[N:11][C:12]([N:1]2[CH:5]=[N:4][CH:3]=[N:2]2)=[C:13]([CH:18]=1)[C:14]([O:16][CH3:17])=[O:15]. Reactant: [N:1]1[N:2]=[CH:3][NH:4][CH:5]=1.[H-].[Na+].[Br:8][C:9]1[CH:10]=[N:11][C:12](Cl)=[C:13]([CH:18]=1)[C:14]([O:16][CH3:17])=[O:15]. The catalyst class is: 179. (4) Reactant: [C-:1]#[N:2].[Na+].CS(O[CH2:9][CH:10]([NH:18][C:19]([O:21][C:22]([CH3:25])([CH3:24])[CH3:23])=[O:20])[C:11]1[CH:16]=[CH:15][C:14]([Cl:17])=[CH:13][CH:12]=1)(=O)=O. Product: [Cl:17][C:14]1[CH:15]=[CH:16][C:11]([CH:10]([NH:18][C:19](=[O:20])[O:21][C:22]([CH3:25])([CH3:24])[CH3:23])[CH2:9][C:1]#[N:2])=[CH:12][CH:13]=1. The catalyst class is: 3. (5) Reactant: [CH2:1]([CH:3]([C:6]1[N:10]2[C:11]3[C:16]([NH:17][C:18](=[O:19])[C:9]2=[CH:8][N:7]=1)=[CH:15][C:14]([C:20](O)=[O:21])=[C:13]([O:23][CH3:24])[CH:12]=3)[CH2:4][CH3:5])[CH3:2].[C:25](N1C=CN=C1)([N:27]1C=CN=[CH:28]1)=O.Cl.CNC. Product: [CH2:4]([CH:3]([C:6]1[N:10]2[C:11]3[C:16]([NH:17][C:18](=[O:19])[C:9]2=[CH:8][N:7]=1)=[CH:15][C:14]([C:20]([N:27]([CH3:28])[CH3:25])=[O:21])=[C:13]([O:23][CH3:24])[CH:12]=3)[CH2:1][CH3:2])[CH3:5]. The catalyst class is: 6. (6) Reactant: C([O:3][C:4](=O)[CH2:5][CH2:6][C@@H:7]([CH3:23])[C@H:8]([N:14]([C:16]([O:18][C:19]([CH3:22])([CH3:21])[CH3:20])=[O:17])[CH3:15])[C:9]1[O:10][CH:11]=[CH:12][CH:13]=1)C.[BH4-].[Li+].CCOC(C)=O. Product: [O:10]1[CH:11]=[CH:12][CH:13]=[C:9]1[C@@H:8]([N:14]([CH3:15])[C:16](=[O:17])[O:18][C:19]([CH3:21])([CH3:20])[CH3:22])[C@H:7]([CH3:23])[CH2:6][CH2:5][CH2:4][OH:3]. The catalyst class is: 1.